From a dataset of Forward reaction prediction with 1.9M reactions from USPTO patents (1976-2016). Predict the product of the given reaction. (1) Given the reactants [C:1]1([C:7]2[C:8]([C:16]3[CH:23]=[CH:22][C:19]([CH:20]=[O:21])=[CH:18][CH:17]=3)=[N:9][C:10]3[N:11]([CH:13]=[CH:14][N:15]=3)[CH:12]=2)[CH:6]=[CH:5][CH:4]=[CH:3][CH:2]=1.ClC[N+]12CC[N+]([F:34])(CC1)CC2.F[B-](F)(F)F, predict the reaction product. The product is: [F:34][C:13]1[N:11]2[CH:12]=[C:7]([C:1]3[CH:6]=[CH:5][CH:4]=[CH:3][CH:2]=3)[C:8]([C:16]3[CH:17]=[CH:18][C:19]([CH:20]=[O:21])=[CH:22][CH:23]=3)=[N:9][C:10]2=[N:15][CH:14]=1. (2) Given the reactants Cl.[NH2:2][CH2:3][C:4]([NH2:6])=[O:5].C(=O)(O)[O-].[Na+].C([C@@H:14]([CH:18]([OH:21])[CH2:19]Cl)[C:15](O)=[O:16])C, predict the reaction product. The product is: [OH:21][C@@H:18]1[CH2:19][N:2]([CH2:3][C:4]([NH2:6])=[O:5])[C:15](=[O:16])[CH2:14]1. (3) Given the reactants [Cl:1][C:2]1[CH:7]=[C:6]([Cl:8])[CH:5]=[CH:4][C:3]=1[N:9]1[CH:13]=[C:12]([C:14]2[C:19]([CH3:20])=[CH:18][N:17]=[C:16]([NH:21][C:22](=[O:24])[CH3:23])[CH:15]=2)[N:11]=[C:10]1[C:25]1[N:29](COCC[Si](C)(C)C)[N:28]=[CH:27][CH:26]=1.C(O)(C(F)(F)F)=O, predict the reaction product. The product is: [Cl:1][C:2]1[CH:7]=[C:6]([Cl:8])[CH:5]=[CH:4][C:3]=1[N:9]1[CH:13]=[C:12]([C:14]2[C:19]([CH3:20])=[CH:18][N:17]=[C:16]([NH:21][C:22](=[O:24])[CH3:23])[CH:15]=2)[N:11]=[C:10]1[C:25]1[NH:29][N:28]=[CH:27][CH:26]=1. (4) Given the reactants [CH2:1]([O:3][C:4](=[O:25])[N:5]([CH2:12][CH2:13][NH:14][C:15]1[CH:16]=[CH:17][C:18]2[N:19]([C:21](Br)=[CH:22][N:23]=2)[N:20]=1)[C:6]1[CH:11]=[CH:10][CH:9]=[CH:8][CH:7]=1)[CH3:2].[C:26]([C:29]1[CH:34]=[CH:33][C:32](B(O)O)=[CH:31][CH:30]=1)(=[O:28])[NH2:27].O.[O-]P([O-])([O-])=O.[K+].[K+].[K+].ClCCl.N#N, predict the reaction product. The product is: [CH2:1]([O:3][C:4](=[O:25])[N:5]([CH2:12][CH2:13][NH:14][C:15]1[CH:16]=[CH:17][C:18]2[N:19]([C:21]([C:32]3[CH:33]=[CH:34][C:29]([C:26](=[O:28])[NH2:27])=[CH:30][CH:31]=3)=[CH:22][N:23]=2)[N:20]=1)[C:6]1[CH:11]=[CH:10][CH:9]=[CH:8][CH:7]=1)[CH3:2]. (5) Given the reactants [C:1]([C:3]1[CH:8]=[CH:7][C:6]([CH2:9][C:10]([OH:12])=O)=[CH:5][CH:4]=1)#[N:2].[NH2:13][C:14]1[CH:18]=[CH:17][N:16]([C:19]2[CH:24]=[CH:23][C:22]([Br:25])=[CH:21][CH:20]=2)[C:15]=1[C:26]([O:28][CH2:29][CH3:30])=[O:27].C(N(CC)CC)C.C1CCC(N=C=NC2CCCCC2)CC1, predict the reaction product. The product is: [Br:25][C:22]1[CH:21]=[CH:20][C:19]([N:16]2[CH:17]=[CH:18][C:14]([NH:13][C:10](=[O:12])[CH2:9][C:6]3[CH:5]=[CH:4][C:3]([C:1]#[N:2])=[CH:8][CH:7]=3)=[C:15]2[C:26]([O:28][CH2:29][CH3:30])=[O:27])=[CH:24][CH:23]=1.